Dataset: Forward reaction prediction with 1.9M reactions from USPTO patents (1976-2016). Task: Predict the product of the given reaction. (1) Given the reactants [CH3:1][O:2][C:3]1[CH:4]=[C:5]2[CH:11]=[C:10]([C:12]([NH:14][C:15]3[CH:20]=[CH:19][C:18](B4OC(C)(C)C(C)(C)O4)=[CH:17][C:16]=3[O:30][CH3:31])=[O:13])[N:9]([CH3:32])[C:6]2=[CH:7][N:8]=1.Br[C:34]1[N:35]=[C:36]([C@H:44]2[CH2:49][CH2:48][C@H:47]([N:50]3[CH2:55][CH2:54][N:53]([CH3:56])[CH2:52][CH2:51]3)[CH2:46][CH2:45]2)[N:37]2[CH:42]=[CH:41][N:40]=[C:39]([CH3:43])[C:38]=12, predict the reaction product. The product is: [CH3:1][O:2][C:3]1[CH:4]=[C:5]2[CH:11]=[C:10]([C:12]([NH:14][C:15]3[CH:20]=[CH:19][C:18]([C:34]4[N:35]=[C:36]([C@H:44]5[CH2:45][CH2:46][C@H:47]([N:50]6[CH2:51][CH2:52][N:53]([CH3:56])[CH2:54][CH2:55]6)[CH2:48][CH2:49]5)[N:37]5[CH:42]=[CH:41][N:40]=[C:39]([CH3:43])[C:38]=45)=[CH:17][C:16]=3[O:30][CH3:31])=[O:13])[N:9]([CH3:32])[C:6]2=[CH:7][N:8]=1. (2) Given the reactants Br[C:2]1[C:3]([O:11][CH2:12][CH2:13][O:14][CH3:15])=[N:4][CH:5]=[C:6]([CH:10]=1)[C:7]([OH:9])=O.[F:16][C:17]([F:28])([F:27])[C:18]1[CH:23]=[CH:22][C:21](B(O)O)=[CH:20][CH:19]=1.[NH2:29][C@@H:30]1[CH2:35][CH2:34][CH2:33][CH2:32][C@H:31]1[OH:36], predict the reaction product. The product is: [OH:36][C@@H:31]1[CH2:32][CH2:33][CH2:34][CH2:35][C@H:30]1[NH:29][C:7](=[O:9])[C:6]1[CH:10]=[C:2]([C:21]2[CH:22]=[CH:23][C:18]([C:17]([F:28])([F:27])[F:16])=[CH:19][CH:20]=2)[C:3]([O:11][CH2:12][CH2:13][O:14][CH3:15])=[N:4][CH:5]=1. (3) Given the reactants [CH3:1][O:2][C:3](=[O:15])[CH2:4][S:5][C:6]1[CH:10]=[CH:9][S:8][C:7]=1[C:11](OC)=[O:12].CC(C)([O-])C.[Na+].Cl, predict the reaction product. The product is: [OH:12][C:11]1[C:7]2[S:8][CH:9]=[CH:10][C:6]=2[S:5][C:4]=1[C:3]([O:2][CH3:1])=[O:15]. (4) Given the reactants [F:1][C:2]1[CH:7]=[CH:6][C:5]([C:8]2[N:13]=[N:12][C:11]([O:14]C)=[C:10]([O:16][CH3:17])[CH:9]=2)=[CH:4][CH:3]=1, predict the reaction product. The product is: [F:1][C:2]1[CH:3]=[CH:4][C:5]([C:8]2[CH:9]=[C:10]([O:16][CH3:17])[C:11](=[O:14])[NH:12][N:13]=2)=[CH:6][CH:7]=1. (5) Given the reactants Br[C:2]1[N:7]=[N:6][C:5]([NH2:8])=[N:4][C:3]=1[C:9]1[CH:14]=[CH:13][CH:12]=[CH:11][CH:10]=1.[CH3:15][C:16]1[CH:17]=[C:18](B(O)O)[CH:19]=[CH:20][C:21]=1[CH3:22], predict the reaction product. The product is: [CH3:15][C:16]1[CH:17]=[C:18]([C:2]2[N:7]=[N:6][C:5]([NH2:8])=[N:4][C:3]=2[C:9]2[CH:14]=[CH:13][CH:12]=[CH:11][CH:10]=2)[CH:19]=[CH:20][C:21]=1[CH3:22]. (6) The product is: [CH2:11]1[CH2:10][O:9][C:8]23[O:13][CH2:14][CH2:1][O:2][C:3]2([C@:4]2([CH2:27][CH2:26][C@H:25]4[C@@H:15]([CH2:16][C@@H:17]5[O:28][C@@:18]65[C@:23]4([CH3:24])[CH2:22][CH2:21][CH2:20][CH2:19]6)[C@@H:6]2[CH2:7]3)[CH3:5])[O:12]1. Given the reactants [CH2:1]1[CH2:14][O:13][C:8]23[O:9][CH2:10][CH2:11][O:12][C:3]2([C@:4]2([CH2:27][CH2:26][C@H:25]4[C@@H:15]([CH2:16][CH:17]=[C:18]5[C@:23]4([CH3:24])[CH2:22][CH2:21][CH2:20][CH2:19]5)[C@@H:6]2[CH2:7]3)[CH3:5])[O:2]1.[OH:28][C@H]1CC[C@@]2(C)[C@]3(O[C@H]3C[C@@H]3[C@@H]2CC[C@@]2(C)[C@H]3CCC2=O)C1, predict the reaction product. (7) Given the reactants [NH2:1][C:2]1[N:3]=[N:4][N:5]([CH2:7][C:8]#[N:9])[N:6]=1.[CH:10]1[C:23]2[CH:22]([C:24](Cl)=[O:25])[C:21]3[C:16](=[CH:17][CH:18]=[CH:19][CH:20]=3)[O:15][C:14]=2[CH:13]=[CH:12][CH:11]=1, predict the reaction product. The product is: [C:8]([CH2:7][N:5]1[N:4]=[N:3][C:2]([NH:1][C:24]([CH:22]2[C:23]3[CH:10]=[CH:11][CH:12]=[CH:13][C:14]=3[O:15][C:16]3[C:21]2=[CH:20][CH:19]=[CH:18][CH:17]=3)=[O:25])=[N:6]1)#[N:9].